From a dataset of Catalyst prediction with 721,799 reactions and 888 catalyst types from USPTO. Predict which catalyst facilitates the given reaction. (1) Reactant: [C:1]([O:5][C:6]([N:8]1[CH2:13][CH2:12][CH:11]([NH:14][C:15]2[CH:20]=[CH:19][C:18]([Br:21])=[CH:17][CH:16]=2)[CH2:10][CH:9]1[CH2:22][CH3:23])=[O:7])([CH3:4])([CH3:3])[CH3:2].Br[CH2:25][C:26]1[CH:31]=[C:30]([C:32]([F:35])([F:34])[F:33])[CH:29]=[C:28]([C:36]([F:39])([F:38])[F:37])[CH:27]=1.C(=O)([O-])[O-].[K+].[K+].[I-].[Na+]. Product: [C:1]([O:5][C:6]([N:8]1[CH2:13][CH2:12][CH:11]([N:14]([CH2:25][C:26]2[CH:27]=[C:28]([C:36]([F:38])([F:39])[F:37])[CH:29]=[C:30]([C:32]([F:33])([F:34])[F:35])[CH:31]=2)[C:15]2[CH:20]=[CH:19][C:18]([Br:21])=[CH:17][CH:16]=2)[CH2:10][CH:9]1[CH2:22][CH3:23])=[O:7])([CH3:4])([CH3:3])[CH3:2]. The catalyst class is: 9. (2) Reactant: [CH2:1]([O:8][C:9]1[CH:14]=[CH:13][N:12]=[C:11]([CH2:15]O)[C:10]=1[CH3:17])[CH2:2][CH2:3][CH2:4][CH2:5][CH2:6][CH3:7].S(Cl)([Cl:20])=O. Product: [CH2:1]([O:8][C:9]1[CH:14]=[CH:13][N:12]=[C:11]([CH2:15][Cl:20])[C:10]=1[CH3:17])[CH2:2][CH2:3][CH2:4][CH2:5][CH2:6][CH3:7]. The catalyst class is: 22.